Dataset: Full USPTO retrosynthesis dataset with 1.9M reactions from patents (1976-2016). Task: Predict the reactants needed to synthesize the given product. (1) Given the product [OH:46][CH:43]1[CH2:44][CH2:45][N:40]([C:37]2[CH:38]=[CH:39][C:34]([C:2]3[C:10]4[C:5](=[CH:6][CH:7]=[C:8]([NH:11][C:12](=[O:25])[CH:13]([N:19]5[CH2:24][CH2:23][CH2:22][CH2:21][CH2:20]5)[C:14]5[CH:18]=[CH:17][S:16][CH:15]=5)[CH:9]=4)[NH:4][N:3]=3)=[CH:35][CH:36]=2)[CH2:41][CH2:42]1, predict the reactants needed to synthesize it. The reactants are: I[C:2]1[C:10]2[C:5](=[CH:6][CH:7]=[C:8]([NH:11][C:12](=[O:25])[CH:13]([N:19]3[CH2:24][CH2:23][CH2:22][CH2:21][CH2:20]3)[C:14]3[CH:18]=[CH:17][S:16][CH:15]=3)[CH:9]=2)[NH:4][N:3]=1.CC1(C)C(C)(C)OB([C:34]2[CH:39]=[CH:38][C:37]([N:40]3[CH2:45][CH2:44][CH:43]([OH:46])[CH2:42][CH2:41]3)=[CH:36][CH:35]=2)O1.C([O-])([O-])=O.[Na+].[Na+]. (2) Given the product [C:13]12([C:10]3[CH:9]=[CH:8][C:7]([O:6]/[CH:5]=[CH:4]/[C:3]([OH:23])=[O:2])=[CH:12][CH:11]=3)[CH2:20][CH:19]3[CH2:21][CH:15]([CH2:16][CH:17]([CH2:18]3)[CH2:22]1)[CH2:14]2, predict the reactants needed to synthesize it. The reactants are: C[O:2][C:3](=[O:23])[CH:4]=[CH:5][O:6][C:7]1[CH:12]=[CH:11][C:10]([C:13]23[CH2:22][CH:17]4[CH2:18][CH:19]([CH2:21][CH:15]([CH2:16]4)[CH2:14]2)[CH2:20]3)=[CH:9][CH:8]=1.O.[OH-].[Li+].Cl.